This data is from Reaction yield outcomes from USPTO patents with 853,638 reactions. The task is: Predict the reaction yield, written as a fraction of the theoretical maximum amount of product (1.0 means a 100% yield; for example, 0.34 means a 34% yield). (1) The reactants are CS(C)=O.C(Cl)(=O)C(Cl)=O.[OH:11][CH2:12][C:13]1([C:16]([O:18][CH3:19])=[O:17])[CH2:15][CH2:14]1.C(N(CC)C(C)C)(C)C.Cl. The catalyst is C(Cl)Cl. The product is [CH:12]([C:13]1([C:16]([O:18][CH3:19])=[O:17])[CH2:15][CH2:14]1)=[O:11]. The yield is 0.760. (2) The reactants are [H-].[Na+].C([O:5][C:6](=[O:33])[C:7]([CH3:32])([O:25][C:26]1[CH:31]=[CH:30][CH:29]=[CH:28][CH:27]=1)[CH2:8][C:9]1[CH:14]=[CH:13][C:12]([O:15][CH2:16][CH2:17][CH:18]2[CH2:22][NH:21][C:20](=[O:23])[N:19]2[CH3:24])=[CH:11][CH:10]=1)C.[CH:34]([C:37]1[CH:44]=[CH:43][C:40]([CH2:41]Cl)=[CH:39][CH:38]=1)([CH3:36])[CH3:35]. The catalyst is CN(C=O)C. The product is [CH:34]([C:37]1[CH:44]=[CH:43][C:40]([CH2:41][N:21]2[CH2:22][CH:18]([CH2:17][CH2:16][O:15][C:12]3[CH:11]=[CH:10][C:9]([CH2:8][C:7]([CH3:32])([O:25][C:26]4[CH:27]=[CH:28][CH:29]=[CH:30][CH:31]=4)[C:6]([OH:33])=[O:5])=[CH:14][CH:13]=3)[N:19]([CH3:24])[C:20]2=[O:23])=[CH:39][CH:38]=1)([CH3:36])[CH3:35]. The yield is 0.690. (3) No catalyst specified. The yield is 1.00. The reactants are C(OC(N[CH:9]([OH:19])[C@H:10](C)[CH2:11][CH2:12][C:13]1[S:14][CH:15]=[CH:16][CH:17]=1)=O)(C)(C)C.CC(C)([O-])C.[K+].O.[CH3:27][N:28](C)[CH:29]=[O:30]. The product is [CH3:27][N:28]1[C@H:10]([CH2:11][CH2:12][C:13]2[S:14][CH:15]=[CH:16][CH:17]=2)[CH2:9][O:19][C:29]1=[O:30]. (4) The reactants are [OH-].[Li+].[CH3:3][C:4]1[CH:13]=[C:12]([CH3:14])[C:11]2[CH2:10][CH2:9][CH2:8][CH2:7][C:6]=2[C:5]=1[N:15]1[C:19]([C:20]([F:23])([F:22])[F:21])=[N:18][N:17]=[C:16]1[S:24][CH2:25][C:26]([O:28]CC)=[O:27]. The catalyst is C1COCC1.CO.O. The product is [CH3:3][C:4]1[CH:13]=[C:12]([CH3:14])[C:11]2[CH2:10][CH2:9][CH2:8][CH2:7][C:6]=2[C:5]=1[N:15]1[C:19]([C:20]([F:22])([F:21])[F:23])=[N:18][N:17]=[C:16]1[S:24][CH2:25][C:26]([OH:28])=[O:27]. The yield is 0.980. (5) The reactants are [N:1]1[CH:6]=[CH:5][CH:4]=[C:3]([CH:7]=[CH:8][C:9]([C:11]2[CH:16]=[CH:15][CH:14]=[C:13]([O:17][CH2:18][C:19]([O:21][C:22]([CH3:25])([CH3:24])[CH3:23])=[O:20])[CH:12]=2)=[O:10])[CH:2]=1. The catalyst is CCOC(C)=O.[Pd]. The product is [N:1]1[CH:6]=[CH:5][CH:4]=[C:3]([CH2:7][CH2:8][C:9]([C:11]2[CH:16]=[CH:15][CH:14]=[C:13]([O:17][CH2:18][C:19]([O:21][C:22]([CH3:25])([CH3:24])[CH3:23])=[O:20])[CH:12]=2)=[O:10])[CH:2]=1. The yield is 1.00. (6) The reactants are [I:1][C:2]1[CH:3]=[C:4]2[C:8](=[CH:9][CH:10]=1)[NH:7][C:6](=[O:11])[C:5]2=O.[C:13]([OH:19])([C:15](F)(F)F)=[O:14].COC(=O)CC[CH2:25][CH2:26][CH2:27][CH2:28][CH2:29][C:30]([NH:32][C:33]1[CH:49]=[CH:48][C:36]([C:37]([NH:39][NH:40]C(OC(C)(C)C)=O)=[O:38])=[CH:35][CH:34]=1)=[O:31].[C:51](O)(=O)C. No catalyst specified. The product is [I:1][C:2]1[CH:3]=[C:4]2[C:8](=[CH:9][CH:10]=1)[NH:7][C:6](=[O:11])[C:5]2=[N:40][NH:39][C:37]([C:36]1[CH:48]=[CH:49][C:33]([NH:32][C:30](=[O:31])[CH2:29][CH2:28][CH2:27][CH2:26][CH2:25][CH2:15][C:13]([O:19][CH3:51])=[O:14])=[CH:34][CH:35]=1)=[O:38]. The yield is 0.950.